This data is from NCI-60 drug combinations with 297,098 pairs across 59 cell lines. The task is: Regression. Given two drug SMILES strings and cell line genomic features, predict the synergy score measuring deviation from expected non-interaction effect. (1) Drug 1: C1=CC(=CC=C1C#N)C(C2=CC=C(C=C2)C#N)N3C=NC=N3. Drug 2: CC1=C(C=C(C=C1)C(=O)NC2=CC(=CC(=C2)C(F)(F)F)N3C=C(N=C3)C)NC4=NC=CC(=N4)C5=CN=CC=C5. Cell line: K-562. Synergy scores: CSS=48.0, Synergy_ZIP=-1.14, Synergy_Bliss=-6.92, Synergy_Loewe=-26.6, Synergy_HSA=-8.07. (2) Drug 1: CC(C1=C(C=CC(=C1Cl)F)Cl)OC2=C(N=CC(=C2)C3=CN(N=C3)C4CCNCC4)N. Drug 2: C1=NC2=C(N1)C(=S)N=C(N2)N. Cell line: SK-MEL-28. Synergy scores: CSS=5.32, Synergy_ZIP=-2.64, Synergy_Bliss=1.07, Synergy_Loewe=-5.38, Synergy_HSA=-3.30. (3) Drug 1: CC1=C(C=C(C=C1)NC2=NC=CC(=N2)N(C)C3=CC4=NN(C(=C4C=C3)C)C)S(=O)(=O)N.Cl. Drug 2: CCC1(CC2CC(C3=C(CCN(C2)C1)C4=CC=CC=C4N3)(C5=C(C=C6C(=C5)C78CCN9C7C(C=CC9)(C(C(C8N6C)(C(=O)OC)O)OC(=O)C)CC)OC)C(=O)OC)O.OS(=O)(=O)O. Cell line: U251. Synergy scores: CSS=49.4, Synergy_ZIP=-1.62, Synergy_Bliss=0.0977, Synergy_Loewe=0.915, Synergy_HSA=1.05. (4) Drug 1: C1=CN(C(=O)N=C1N)C2C(C(C(O2)CO)O)O.Cl. Drug 2: CNC(=O)C1=NC=CC(=C1)OC2=CC=C(C=C2)NC(=O)NC3=CC(=C(C=C3)Cl)C(F)(F)F. Cell line: NCI/ADR-RES. Synergy scores: CSS=41.4, Synergy_ZIP=-1.94, Synergy_Bliss=-4.44, Synergy_Loewe=-54.8, Synergy_HSA=-4.23.